From a dataset of Acute oral toxicity (LD50) regression data from Zhu et al.. Regression/Classification. Given a drug SMILES string, predict its toxicity properties. Task type varies by dataset: regression for continuous values (e.g., LD50, hERG inhibition percentage) or binary classification for toxic/non-toxic outcomes (e.g., AMES mutagenicity, cardiotoxicity, hepatotoxicity). Dataset: ld50_zhu. (1) The molecule is C=CC(=O)OCCOC(=O)C=C. The rat oral LD50 is 2.75, given as -log10 of the dose in mol/kg body weight (higher means more acutely toxic). (2) The drug is COc1ccc(S(=O)(=O)Nc2nnc(C(C)(C)C)s2)cc1. The rat oral LD50 is 2.45, given as -log10 of the dose in mol/kg body weight (higher means more acutely toxic). (3) The drug is c1ccc(Nc2ccc(NC3CCCCC3)cc2)cc1. The rat oral LD50 is 2.12, given as -log10 of the dose in mol/kg body weight (higher means more acutely toxic). (4) The drug is C[Si](Cl)(Cl)CCCC#N. The rat oral LD50 is 1.81, given as -log10 of the dose in mol/kg body weight (higher means more acutely toxic).